This data is from Forward reaction prediction with 1.9M reactions from USPTO patents (1976-2016). The task is: Predict the product of the given reaction. (1) Given the reactants C1(C)C=CC=CC=1.[CH3:8][C:9]1([CH3:19])[C:14](=[O:15])[CH2:13][C:12](=[O:16])[C:11]([CH3:18])([CH3:17])[O:10]1.C([O-])(=O)C.C([O-])(=O)C.C([O-])(=O)C.[Br:32][C:33]1[CH:38]=[CH:37][C:36]([Pb+3])=[C:35]([CH2:40][CH3:41])[CH:34]=1.Cl, predict the reaction product. The product is: [Br:32][C:33]1[CH:38]=[CH:37][C:36]([CH:13]2[C:14](=[O:15])[C:9]([CH3:19])([CH3:8])[O:10][C:11]([CH3:18])([CH3:17])[C:12]2=[O:16])=[C:35]([CH2:40][CH3:41])[CH:34]=1. (2) Given the reactants [Cl:1][C:2]1[CH:8]=[CH:7][C:5]([NH2:6])=[C:4]([CH3:9])[CH:3]=1.[CH3:10][CH:11]([C:17](=O)[CH3:18])[C:12](OCC)=[O:13], predict the reaction product. The product is: [Cl:1][C:2]1[CH:8]=[C:7]2[C:5](=[C:4]([CH3:9])[CH:3]=1)[N:6]=[C:17]([CH3:18])[C:11]([CH3:10])=[C:12]2[OH:13]. (3) Given the reactants [C:1]([C:4]1[CH:5]=[N:6][CH:7]=[CH:8][CH:9]=1)(=[O:3])[CH3:2].CSC.Cl[C:14]([O:16][C:17]1[CH:22]=[CH:21][CH:20]=[CH:19][CH:18]=1)=[O:15].[CH2:23]([Mg]Br)[CH3:24], predict the reaction product. The product is: [C:1]([C:4]1[CH:9]([CH2:23][CH3:24])[CH:8]=[CH:7][N:6]([C:14]([O:16][C:17]2[CH:22]=[CH:21][CH:20]=[CH:19][CH:18]=2)=[O:15])[CH:5]=1)(=[O:3])[CH3:2]. (4) Given the reactants [NH:1]1[CH2:6][CH2:5][O:4][CH2:3][CH2:2]1.C(=O)([O-])[O-].[Na+].[Na+].Cl[C:14]1[N:19]=[C:18]([O:20][C:21]2[CH:50]=[CH:49][CH:48]=[CH:47][C:22]=2[CH2:23][NH:24][C:25](=[O:46])[NH:26][C:27]2[N:31]([C:32]3[CH:33]=[C:34]([CH:39]=[CH:40][CH:41]=3)[C:35]([O:37][CH3:38])=[O:36])[N:30]=[C:29]([C:42]([CH3:45])([CH3:44])[CH3:43])[CH:28]=2)[CH:17]=[CH:16][N:15]=1, predict the reaction product. The product is: [O:4]1[CH2:5][CH2:6][N:1]([C:14]2[N:19]=[C:18]([O:20][C:21]3[CH:50]=[CH:49][CH:48]=[CH:47][C:22]=3[CH2:23][NH:24][C:25](=[O:46])[NH:26][C:27]3[N:31]([C:32]4[CH:33]=[C:34]([CH:39]=[CH:40][CH:41]=4)[C:35]([O:37][CH3:38])=[O:36])[N:30]=[C:29]([C:42]([CH3:43])([CH3:44])[CH3:45])[CH:28]=3)[CH:17]=[CH:16][N:15]=2)[CH2:2][CH2:3]1. (5) The product is: [CH2:1]([NH:3][C:4]([C:6]1[C:14]2[C:9](=[N:10][CH:11]=[C:12]([O:54][C:52]3[CH:53]=[C:68]4[C:38](=[CH:30][CH:28]=3)[CH2:33][CH2:67][C@H:66]4[NH:63][C:64](=[O:57])[CH3:65])[N:13]=2)[NH:8][CH:7]=1)=[O:5])[CH3:2]. Given the reactants [CH2:1]([NH:3][C:4]([C:6]1[C:14]2[C:9](=[N:10][CH:11]=[C:12](Br)[N:13]=2)[N:8](COCC[Si](C)(C)C)[CH:7]=1)=[O:5])[CH3:2].C(N[C:28]([C:30]1[C:38]2[C:33](=NC=C(Br)N=2)N(COCC[Si](C)(C)C)C=1)=O)(C)C.C(O[C:52](=[O:54])[CH3:53])(=O)C.CS(Cl)(=O)=[O:57].C([N:63]([CH:66]([CH3:68])[CH3:67])[CH2:64][CH3:65])(C)C, predict the reaction product. (6) Given the reactants [CH3:1][S:2][C:3]1[C:4]2[S:11][CH:10]=[C:9]([C:12]([OH:14])=O)[C:5]=2[N:6]=[CH:7][N:8]=1.[CH3:15][O:16][C:17]1[CH:18]=[C:19]([CH:21]=[C:22]([O:24][CH3:25])[CH:23]=1)[NH2:20].C1C=CC2N(O)N=NC=2C=1.CCN=C=NCCCN(C)C, predict the reaction product. The product is: [CH3:25][O:24][C:22]1[CH:21]=[C:19]([NH:20][C:12]([C:9]2[C:5]3[N:6]=[CH:7][N:8]=[C:3]([S:2][CH3:1])[C:4]=3[S:11][CH:10]=2)=[O:14])[CH:18]=[C:17]([O:16][CH3:15])[CH:23]=1. (7) Given the reactants [Br:1][C:2]1[CH:3]=[C:4]2[C:8](=[CH:9][CH:10]=1)[CH2:7][CH:6]=[C:5]2[CH2:11][CH3:12].C[Si]([N-][Si](C)(C)C)(C)C.[Na+].Br[CH2:24][CH2:25][O:26][CH2:27][CH2:28]Br, predict the reaction product. The product is: [Br:1][C:2]1[CH:3]=[C:4]2[C:8](=[CH:9][CH:10]=1)[C:7]1([CH2:28][CH2:27][O:26][CH2:25][CH2:24]1)[CH:6]=[C:5]2[CH2:11][CH3:12]. (8) Given the reactants [CH2:1]([O:9][C:10]1[CH:15]=[CH:14][C:13](B(O)O)=[CH:12][CH:11]=1)[CH2:2][CH2:3][CH2:4][CH2:5][CH2:6][CH2:7][CH3:8].Br[C:20]1[S:24][C:23]([C:25]2[S:26][C:27](Br)=[CH:28][CH:29]=2)=[CH:22][CH:21]=1.P([O-])([O-])([O-])=O.[K+].[K+].[K+].CO[CH2:41][CH2:42][O:43][CH3:44], predict the reaction product. The product is: [CH2:1]([O:9][C:10]1[CH:15]=[CH:14][C:13]([C:20]2[S:24][C:23]([C:25]3[S:26][C:27]([C:10]4[CH:11]=[CH:12][C:42]([O:43][CH2:44][CH2:7][CH2:6][CH2:5][CH2:4][CH2:3][CH2:2][CH3:1])=[CH:41][CH:15]=4)=[CH:28][CH:29]=3)=[CH:22][CH:21]=2)=[CH:12][CH:11]=1)[CH2:2][CH2:3][CH2:4][CH2:5][CH2:6][CH2:7][CH3:8]. (9) Given the reactants [NH:1]1[CH2:5][CH2:4][CH:3]([O:6][C:7]2[C:8]([C:13]3[CH:18]=[CH:17][N:16]=[CH:15][CH:14]=3)=[N:9][CH:10]=[CH:11][CH:12]=2)[CH2:2]1.C(N(CC)CC)C.CN(C=O)C.[CH3:31][O:32][C:33]1[CH:38]=[CH:37][C:36]([S:39](Cl)(=[O:41])=[O:40])=[CH:35][CH:34]=1, predict the reaction product. The product is: [CH3:31][O:32][C:33]1[CH:34]=[CH:35][C:36]([S:39]([N:1]2[CH2:5][CH2:4][CH:3]([O:6][C:7]3[C:8]([C:13]4[CH:18]=[CH:17][N:16]=[CH:15][CH:14]=4)=[N:9][CH:10]=[CH:11][CH:12]=3)[CH2:2]2)(=[O:41])=[O:40])=[CH:37][CH:38]=1. (10) Given the reactants [CH2:1]([C:8]1[C:13](I)=[CH:12][CH:11]=[C:10]([N:15]2[CH2:19][C@@H:18]([O:20][CH3:21])[C@H:17]([OH:22])[CH2:16]2)[N:9]=1)[C:2]1[CH:7]=[CH:6][CH:5]=[CH:4][CH:3]=1.[CH2:23]([C:25]([NH2:30])([CH2:28][CH3:29])[C:26]#[CH:27])[CH3:24], predict the reaction product. The product is: [CH2:1]([C:8]1[C:13]([C:24]#[C:23][C:25]([NH2:30])([CH2:28][CH3:29])[CH2:26][CH3:27])=[CH:12][CH:11]=[C:10]([N:15]2[CH2:19][C@@H:18]([O:20][CH3:21])[C@H:17]([OH:22])[CH2:16]2)[N:9]=1)[C:2]1[CH:7]=[CH:6][CH:5]=[CH:4][CH:3]=1.